Task: Predict the reaction yield, written as a fraction of the theoretical maximum amount of product (1.0 means a 100% yield; for example, 0.34 means a 34% yield).. Dataset: Reaction yield outcomes from USPTO patents with 853,638 reactions (1) The reactants are [NH2:1][C:2]1[NH:6][N:5]=[C:4]([CH3:7])[C:3]=1[C:8]1[S:9][C:10]2[CH:16]=[C:15]([S:17](Cl)(=[O:19])=[O:18])[CH:14]=[CH:13][C:11]=2[N:12]=1.[N:21]1[CH:26]=[CH:25][C:24]([CH2:27][NH2:28])=[CH:23][CH:22]=1.CN1CCOCC1. The catalyst is CO. The product is [N:21]1[CH:26]=[CH:25][C:24]([CH2:27][NH:28][S:17]([C:15]2[CH:14]=[CH:13][C:11]3[N:12]=[C:8]([C:3]4[C:4]([CH3:7])=[N:5][NH:6][C:2]=4[NH2:1])[S:9][C:10]=3[CH:16]=2)(=[O:19])=[O:18])=[CH:23][CH:22]=1. The yield is 0.110. (2) The reactants are [Cl:1][C:2]1[CH:3]=[C:4]([CH:7]=[CH:8][C:9]=1[CH2:10][NH:11][C:12]1[CH:17]=[CH:16][CH:15]=[CH:14][N:13]=1)[CH:5]=O.[C:18]([O-])([O-])=O.[K+].[K+]. The catalyst is O1CCOCC1.[Br-].C[P+](C1C=CC=CC=1)(C1C=CC=CC=1)C1C=CC=CC=1. The product is [Cl:1][C:2]1[CH:3]=[C:4]([CH:5]=[CH2:18])[CH:7]=[CH:8][C:9]=1[CH2:10][NH:11][C:12]1[CH:17]=[CH:16][CH:15]=[CH:14][N:13]=1. The yield is 0.500. (3) The reactants are [CH3:1][CH:2]1[CH2:8][C:7]2[CH:9]=[C:10]3[O:15][CH2:14][O:13][C:11]3=[CH:12][C:6]=2[C:5]([C:16]2[CH:21]=[CH:20][C:19]([N+:22]([O-:24])=[O:23])=[CH:18][CH:17]=2)=[N:4][N:3]1[C:25](=[S:28])[NH:26][NH2:27].C(Cl)(Cl)Cl.[CH3:33][N:34]=[C:35]=[O:36]. No catalyst specified. The product is [CH3:1][CH:2]1[CH2:8][C:7]2[CH:9]=[C:10]3[O:15][CH2:14][O:13][C:11]3=[CH:12][C:6]=2[C:5]([C:16]2[CH:17]=[CH:18][C:19]([N+:22]([O-:24])=[O:23])=[CH:20][CH:21]=2)=[N:4][N:3]1[C:25]([NH:26][NH:27][C:35]([NH:34][CH3:33])=[O:36])=[S:28]. The yield is 0.880.